Dataset: Catalyst prediction with 721,799 reactions and 888 catalyst types from USPTO. Task: Predict which catalyst facilitates the given reaction. (1) Reactant: [Br:1][C:2]1[CH:3]=[C:4]([CH2:9][NH2:10])[CH:5]=[C:6]([F:8])[CH:7]=1.[CH3:11][S:12](Cl)(=[O:14])=[O:13]. Product: [Br:1][C:2]1[CH:3]=[C:4]([CH:5]=[C:6]([F:8])[CH:7]=1)[CH2:9][NH:10][S:12]([CH3:11])(=[O:14])=[O:13]. The catalyst class is: 2. (2) Reactant: [C:1]([O:5][C:6]([N:8]1[CH2:13][CH:12]=[C:11]([C:14]2[C:22]3[O:21][C:20]([C:23]#[N:24])=[C:19]([CH2:25][C:26]4[CH:31]=[CH:30][CH:29]=[CH:28][CH:27]=4)[C:18]=3[CH:17]=[C:16]([CH3:32])[CH:15]=2)[CH2:10][CH2:9]1)=[O:7])([CH3:4])([CH3:3])[CH3:2]. Product: [C:1]([O:5][C:6]([N:8]1[CH2:9][CH2:10][CH:11]([C:14]2[C:22]3[O:21][C:20]([C:23]#[N:24])=[C:19]([CH2:25][C:26]4[CH:27]=[CH:28][CH:29]=[CH:30][CH:31]=4)[C:18]=3[CH:17]=[C:16]([CH3:32])[CH:15]=2)[CH2:12][CH2:13]1)=[O:7])([CH3:4])([CH3:3])[CH3:2]. The catalyst class is: 29. (3) Reactant: C([O:4][CH:5]1[C:10]([OH:14])([CH2:11][CH2:12][CH3:13])[CH:9]([O:15][CH2:16][C:17]2[CH:22]=[CH:21][CH:20]=[CH:19][CH:18]=2)[CH:8]([O:23][CH2:24][C:25]2[CH:30]=[CH:29][CH:28]=[CH:27][CH:26]=2)[CH:7]([O:31][CH2:32][C:33]2[CH:38]=[CH:37][CH:36]=[CH:35][CH:34]=2)[CH:6]1[O:39][CH2:40][C:41]1[CH:46]=[CH:45][CH:44]=[CH:43][CH:42]=1)C=C.C(N(C(C)C)CC)(C)C.FC(F)(F)C(O)=O. Product: [CH2:16]([O:15][CH:9]1[CH:8]([O:23][CH2:24][C:25]2[CH:30]=[CH:29][CH:28]=[CH:27][CH:26]=2)[CH:7]([O:31][CH2:32][C:33]2[CH:34]=[CH:35][CH:36]=[CH:37][CH:38]=2)[CH:6]([O:39][CH2:40][C:41]2[CH:46]=[CH:45][CH:44]=[CH:43][CH:42]=2)[CH:5]([OH:4])[C:10]1([OH:14])[CH2:11][CH2:12][CH3:13])[C:17]1[CH:22]=[CH:21][CH:20]=[CH:19][CH:18]=1. The catalyst class is: 8. (4) Reactant: [I-].[CH3:2][S+](C)(C)=O.[H-].[Na+].[C:9]([N:17]1[CH2:22][CH2:21][C:20](=[O:23])[CH2:19][CH2:18]1)(=[O:16])[C:10]1[CH:15]=[CH:14][CH:13]=[CH:12][CH:11]=1. Product: [C:10]1([C:9]([N:17]2[CH2:22][CH2:21][C:20]3([O:23][CH2:2]3)[CH2:19][CH2:18]2)=[O:16])[CH:11]=[CH:12][CH:13]=[CH:14][CH:15]=1. The catalyst class is: 16.